Dataset: Peptide-MHC class I binding affinity with 185,985 pairs from IEDB/IMGT. Task: Regression. Given a peptide amino acid sequence and an MHC pseudo amino acid sequence, predict their binding affinity value. This is MHC class I binding data. (1) The peptide sequence is KLIDNSLIL. The MHC is H-2-Kb with pseudo-sequence H-2-Kb. The binding affinity (normalized) is 0.0886. (2) The peptide sequence is DTGCRIDGY. The MHC is HLA-B08:01 with pseudo-sequence HLA-B08:01. The binding affinity (normalized) is 0.0847.